Dataset: Forward reaction prediction with 1.9M reactions from USPTO patents (1976-2016). Task: Predict the product of the given reaction. (1) The product is: [O:1]1[C:5]2[CH:6]=[CH:7][C:8]([C:10]3[CH:15]=[C:14]([C:16]4[CH:21]=[CH:20][CH:19]=[CH:18][CH:17]=4)[N:13]=[C:12]([O:22][CH2:23][CH2:24][CH2:25][CH2:26][CH2:27][OH:28])[CH:11]=3)=[CH:9][C:4]=2[O:3][CH2:2]1. Given the reactants [O:1]1[C:5]2[CH:6]=[CH:7][C:8]([C:10]3[CH:15]=[C:14]([C:16]4[CH:21]=[CH:20][CH:19]=[CH:18][CH:17]=4)[N:13]=[C:12]([O:22][CH2:23][CH2:24][CH2:25][CH2:26][CH2:27][O:28][Si](C)(C)C(C)(C)C)[CH:11]=3)=[CH:9][C:4]=2[O:3][CH2:2]1, predict the reaction product. (2) Given the reactants [NH:1]([C:3]([C:5]1[CH:10]=[CH:9][N:8]=[C:7]([NH:11][C:12](=[O:18])[O:13][C:14]([CH3:17])([CH3:16])[CH3:15])[CH:6]=1)=[O:4])[NH2:2].[CH2:19](N(CC)CC)[CH3:20].C(Cl)(=O)C.C1(C)C=CC(S(Cl)(=O)=O)=CC=1, predict the reaction product. The product is: [CH3:19][C:20]1[O:4][C:3]([C:5]2[CH:10]=[CH:9][N:8]=[C:7]([NH:11][C:12](=[O:18])[O:13][C:14]([CH3:15])([CH3:17])[CH3:16])[CH:6]=2)=[N:1][N:2]=1. (3) Given the reactants P(Br)(Br)[Br:2].O[CH:6]([C:8]1[O:9][C:10](=[O:30])[C:11]2[C:16]([C:17]=1[C:18]1[S:19][C:20]([CH2:23][N:24]3[CH2:29][CH2:28][O:27][CH2:26][CH2:25]3)=[CH:21][CH:22]=1)=[CH:15][CH:14]=[CH:13][CH:12]=2)[CH3:7], predict the reaction product. The product is: [BrH:2].[Br:2][CH:6]([C:8]1[O:9][C:10](=[O:30])[C:11]2[C:16]([C:17]=1[C:18]1[S:19][C:20]([CH2:23][N:24]3[CH2:29][CH2:28][O:27][CH2:26][CH2:25]3)=[CH:21][CH:22]=1)=[CH:15][CH:14]=[CH:13][CH:12]=2)[CH3:7]. (4) Given the reactants Br[C:2]1[CH:22]=[N:21][C:5]2[N:6]=[C:7]([CH2:11][CH2:12][CH2:13][CH2:14][C:15]3[CH:20]=[CH:19][CH:18]=[CH:17][CH:16]=3)[NH:8][C:9](=[O:10])[C:4]=2[CH:3]=1.[CH:23]1(B(O)O)[CH2:25][CH2:24]1.P([O-])([O-])([O-])=O.[K+].[K+].[K+].C1(P(C2CCCCC2)C2CCCCC2)CCCCC1, predict the reaction product. The product is: [CH:23]1([C:2]2[CH:22]=[N:21][C:5]3[N:6]=[C:7]([CH2:11][CH2:12][CH2:13][CH2:14][C:15]4[CH:20]=[CH:19][CH:18]=[CH:17][CH:16]=4)[NH:8][C:9](=[O:10])[C:4]=3[CH:3]=2)[CH2:25][CH2:24]1. (5) Given the reactants [CH3:1][O:2][C:3](=[O:9])[C@H:4]([CH:6]([CH3:8])[CH3:7])[NH2:5].N1C=CC=CC=1.[Br:16][CH2:17][CH2:18][CH2:19][C:20](Cl)=[O:21], predict the reaction product. The product is: [CH3:1][O:2][C:3](=[O:9])[C@H:4]([CH:6]([CH3:8])[CH3:7])[NH:5][C:20](=[O:21])[CH2:19][CH2:18][CH2:17][Br:16]. (6) Given the reactants [CH2:1]([O:3][C:4]1[C:5]([C:18]([C:20]2[CH:28]=[CH:27][C:23]([C:24]([OH:26])=O)=[CH:22][CH:21]=2)=[O:19])=[CH:6][C:7]2[C:8]([CH3:17])([CH3:16])[CH2:9][CH2:10][C:11]([CH3:15])([CH3:14])[C:12]=2[CH:13]=1)[CH3:2].Cl.[O:30]([NH2:32])[CH3:31].N1C=CC=CC=1, predict the reaction product. The product is: [CH3:31][O:30][N:32]=[C:24]([OH:26])[C:23]1[CH:27]=[CH:28][C:20]([C:18]([C:5]2[C:4]([O:3][CH2:1][CH3:2])=[CH:13][C:12]3[C:11]([CH3:15])([CH3:14])[CH2:10][CH2:9][C:8]([CH3:16])([CH3:17])[C:7]=3[CH:6]=2)=[O:19])=[CH:21][CH:22]=1.